This data is from Reaction yield outcomes from USPTO patents with 853,638 reactions. The task is: Predict the reaction yield, written as a fraction of the theoretical maximum amount of product (1.0 means a 100% yield; for example, 0.34 means a 34% yield). The reactants are [Cl:1][C:2]1[CH:3]=[C:4]([CH:10]([O:34]C)[CH2:11][NH:12][C:13]2[CH:18]=[CH:17][NH:16][C:15](=[O:19])[C:14]=2[C:20]2[NH:21][C:22]3[CH:28]=[C:27]([C:29]([NH:31][CH3:32])=[NH:30])[CH:26]=[C:25]([CH3:33])[C:23]=3[N:24]=2)[CH:5]=[CH:6][C:7]=1[O:8][CH3:9].[OH-].[Na+]. The catalyst is CO. The product is [Cl:1][C:2]1[CH:3]=[C:4]([CH:10]([OH:34])[CH2:11][NH:12][C:13]2[CH:18]=[CH:17][NH:16][C:15](=[O:19])[C:14]=2[C:20]2[NH:21][C:22]3[CH:28]=[C:27]([C:29]([NH:31][CH3:32])=[NH:30])[CH:26]=[C:25]([CH3:33])[C:23]=3[N:24]=2)[CH:5]=[CH:6][C:7]=1[O:8][CH3:9]. The yield is 0.190.